Predict the product of the given reaction. From a dataset of Forward reaction prediction with 1.9M reactions from USPTO patents (1976-2016). (1) Given the reactants P(Br)(Br)[Br:2].O[CH2:6][CH2:7][O:8][C:9]1[CH:10]=[CH:11][C:12]([C:24]2[NH:33][C:32](=[O:34])[C:31]3[C:26](=[CH:27][C:28]([O:37][CH3:38])=[CH:29][C:30]=3[O:35][CH3:36])[N:25]=2)=[N:13][C:14]=1[C:15]1[CH:20]=[CH:19][CH:18]=[C:17]([S:21]([CH3:23])=O)[CH:16]=1.C([O-])([O-])=O.[Na+].[Na+], predict the reaction product. The product is: [Br:2][CH2:6][CH2:7][O:8][C:9]1[CH:10]=[CH:11][C:12]([C:24]2[NH:33][C:32](=[O:34])[C:31]3[C:26](=[CH:27][C:28]([O:37][CH3:38])=[CH:29][C:30]=3[O:35][CH3:36])[N:25]=2)=[N:13][C:14]=1[C:15]1[CH:20]=[CH:19][CH:18]=[C:17]([S:21][CH3:23])[CH:16]=1. (2) Given the reactants [F:1][C:2]1[CH:7]=[CH:6][C:5]([C:8]2[C:9]3[N:10]([N:14]=[C:15]([NH2:17])[N:16]=3)[CH:11]=[CH:12][CH:13]=2)=[CH:4][CH:3]=1.Cl, predict the reaction product. The product is: [F:1][C:2]1[CH:7]=[CH:6][C:5]([CH:8]2[CH2:13][CH2:12][CH2:11][N:10]3[N:14]=[C:15]([NH2:17])[N:16]=[C:9]23)=[CH:4][CH:3]=1. (3) Given the reactants [CH:1]1([C@H:5]([NH:7][C:8]2[N:16]=[C:15]([C:17]([O:19]C)=[O:18])[N:14]=[C:13]3[C:9]=2[N:10]([CH2:33][C:34]2[CH:39]=[CH:38][C:37]([C:40]([F:43])([F:42])[F:41])=[CH:36][CH:35]=2)[C:11]([C:21](=[O:32])[NH:22][C@H:23]([C:26]2[CH:31]=[CH:30][CH:29]=[CH:28][CH:27]=2)[CH2:24][OH:25])=[N:12]3)[CH3:6])[CH2:4][CH2:3][CH2:2]1.C1([C@H](NC2N=C(C(O)=O)N=C3C=2N(CC2C=CC(C(F)(F)F)=CC=2)C(=[CH2+][C@H](C2C=CC=CC=2)CO)N3)C)CCC1, predict the reaction product. The product is: [CH:1]1([C@H:5]([NH:7][C:8]2[N:16]=[C:15]([C:17]([OH:19])=[O:18])[N:14]=[C:13]3[C:9]=2[N:10]([CH2:33][C:34]2[CH:39]=[CH:38][C:37]([C:40]([F:41])([F:42])[F:43])=[CH:36][CH:35]=2)[C:11]([C:21](=[O:32])[NH:22][C@H:23]([C:26]2[CH:31]=[CH:30][CH:29]=[CH:28][CH:27]=2)[CH2:24][OH:25])=[N:12]3)[CH3:6])[CH2:2][CH2:3][CH2:4]1. (4) Given the reactants [O:1]1[C:6]2[CH:7]=[CH:8][C:9]([CH2:11][N:12]([CH:20]3[CH2:25][CH2:24][NH:23][CH2:22][CH2:21]3)[C:13](=[O:19])[O:14][C:15]([CH3:18])([CH3:17])[CH3:16])=[CH:10][C:5]=2[O:4][CH2:3][CH2:2]1.[N+:26]([C:29]1[CH:38]=[CH:37][CH:36]=[C:35]2[C:30]=1[CH:31]=[CH:32][C:33](=[O:42])[N:34]2[CH2:39][CH:40]=O)([O-:28])=[O:27].C(O[BH-](OC(=O)C)OC(=O)C)(=O)C.[Na+].C(=O)([O-])O.[Na+], predict the reaction product. The product is: [O:1]1[C:6]2[CH:7]=[CH:8][C:9]([CH2:11][N:12]([CH:20]3[CH2:25][CH2:24][N:23]([CH2:40][CH2:39][N:34]4[C:35]5[C:30](=[C:29]([N+:26]([O-:28])=[O:27])[CH:38]=[CH:37][CH:36]=5)[CH:31]=[CH:32][C:33]4=[O:42])[CH2:22][CH2:21]3)[C:13](=[O:19])[O:14][C:15]([CH3:18])([CH3:16])[CH3:17])=[CH:10][C:5]=2[O:4][CH2:3][CH2:2]1. (5) Given the reactants C[O:2][C:3](=O)[CH:4]([NH:14][C:15]([N:17]1[CH2:22][CH2:21][CH:20]([N:23]2[CH2:32][C:31]3[C:26](=[CH:27][CH:28]=[CH:29][CH:30]=3)[NH:25][C:24]2=[O:33])[CH2:19][CH2:18]1)=[O:16])[CH2:5][C:6]1[CH:7]=[N:8][C:9]([O:12][CH3:13])=[CH:10][CH:11]=1.O.[OH-].[Li+].Cl.[NH:39]1[CH2:44][CH2:43][CH:42]([N:45]2[CH2:50][CH2:49][CH2:48][CH2:47][CH2:46]2)[CH2:41][CH2:40]1.[PH2](Cl)=O, predict the reaction product. The product is: [N:45]1([CH:42]2[CH2:43][CH2:44][N:39]([C:3](=[O:2])[CH:4]([NH:14][C:15]([N:17]3[CH2:22][CH2:21][CH:20]([N:23]4[CH2:32][C:31]5[C:26](=[CH:27][CH:28]=[CH:29][CH:30]=5)[NH:25][C:24]4=[O:33])[CH2:19][CH2:18]3)=[O:16])[CH2:5][C:6]3[CH:7]=[N:8][C:9]([O:12][CH3:13])=[CH:10][CH:11]=3)[CH2:40][CH2:41]2)[CH2:50][CH2:49][CH2:48][CH2:47][CH2:46]1.